Dataset: Reaction yield outcomes from USPTO patents with 853,638 reactions. Task: Predict the reaction yield, written as a fraction of the theoretical maximum amount of product (1.0 means a 100% yield; for example, 0.34 means a 34% yield). (1) The reactants are ClC[CH2:3][CH2:4][N:5]1[CH2:10][CH2:9][O:8][CH2:7][CH2:6]1.[Br:11][C:12]1[CH:17]=[CH:16][C:15]([OH:18])=[CH:14][CH:13]=1.C(=O)([O-])[O-].[K+].[K+].CN(C=O)C. The catalyst is O. The product is [Br:11][C:12]1[CH:17]=[CH:16][C:15]([O:18][CH2:3][CH2:4][N:5]2[CH2:10][CH2:9][O:8][CH2:7][CH2:6]2)=[CH:14][CH:13]=1. The yield is 0.994. (2) The reactants are [CH3:1][N:2]1[CH:7]=[C:6]([C:8]2[CH:23]=[C:22]([S:24]([CH3:27])(=[O:26])=[O:25])[CH:21]=[CH:20][C:9]=2[O:10][C:11]2[CH:12]=[C:13]([CH:17]=[CH:18][CH:19]=2)[C:14](O)=[O:15])[C:5]2[CH:28]=[CH:29][NH:30][C:4]=2[C:3]1=[O:31].[CH:32]1([NH2:35])[CH2:34][CH2:33]1.O.N1(O)C2C=CC=CC=2N=N1.Cl.C(N=C=NCCCN(C)C)C.C(N(C(C)C)C(C)C)C. The catalyst is CN(C)C=O. The product is [CH:32]1([NH:35][C:14](=[O:15])[C:13]2[CH:17]=[CH:18][CH:19]=[C:11]([O:10][C:9]3[CH:20]=[CH:21][C:22]([S:24]([CH3:27])(=[O:25])=[O:26])=[CH:23][C:8]=3[C:6]3[C:5]4[CH:28]=[CH:29][NH:30][C:4]=4[C:3](=[O:31])[N:2]([CH3:1])[CH:7]=3)[CH:12]=2)[CH2:34][CH2:33]1. The yield is 0.730. (3) The reactants are OC(C)(C)CO[C:5]1[C:6]([B:13]2[O:17][C:16]([CH3:19])([CH3:18])[C:15]([CH3:21])([CH3:20])[O:14]2)=[C:7](C=[CH:11][CH:12]=1)[CH:8]=[O:9].C[N+:25]([O-:27])=[O:26].[OH-].[Na+].Cl. The catalyst is C1COCC1.O. The product is [CH3:19][C:16]1([CH3:18])[C:7]2[CH2:8][O:9][CH:11]=[CH:12][C:5]3=[CH:21][CH:15]([CH2:20][N+:25]([O-:27])=[O:26])[O:14][B:13]([C:6]=23)[O:17]1. The yield is 0.365. (4) The reactants are FC1C=C(S(C)(=O)=O)C=CC=1OC1N=CN=C2N(C3CCC(C4ON=C(C(C)C)N=4)CC3)N=CC=12.[C:36]([O:40][C:41]([N:43]1[CH2:48][CH2:47][CH:46]([N:49]2[C:53]3=[N:54][CH:55]=[N:56][C:57](Cl)=[C:52]3[CH:51]=[N:50]2)[CH2:45][CH2:44]1)=[O:42])([CH3:39])([CH3:38])[CH3:37].[F:59][C:60]1[CH:61]=[C:62]([OH:70])[CH:63]=[CH:64][C:65]=1[S:66]([CH3:69])(=[O:68])=[O:67]. The catalyst is CN(C)C=O. The product is [C:36]([O:40][C:41]([N:43]1[CH2:48][CH2:47][CH:46]([N:49]2[C:53]3=[N:54][CH:55]=[N:56][C:57]([O:70][C:62]4[CH:63]=[CH:64][C:65]([S:66]([CH3:69])(=[O:68])=[O:67])=[C:60]([F:59])[CH:61]=4)=[C:52]3[CH:51]=[N:50]2)[CH2:45][CH2:44]1)=[O:42])([CH3:39])([CH3:38])[CH3:37]. The yield is 0.430. (5) The reactants are [NH2:1][C:2]1[C:10]2[C:5](=[N:6][C:7]([C:24]3[CH:29]=[CH:28][CH:27]=[CH:26][C:25]=3[OH:30])=[CH:8][C:9]=2[CH:11]2[CH2:16][CH2:15][CH2:14][N:13](C(OC(C)(C)C)=O)[CH2:12]2)[NH:4][N:3]=1.[ClH:31]. The catalyst is O1CCOCC1. The product is [ClH:31].[NH2:1][C:2]1[C:10]2[C:5](=[N:6][C:7]([C:24]3[CH:29]=[CH:28][CH:27]=[CH:26][C:25]=3[OH:30])=[CH:8][C:9]=2[CH:11]2[CH2:16][CH2:15][CH2:14][NH:13][CH2:12]2)[NH:4][N:3]=1. The yield is 0.980. (6) The reactants are [C:1]([C:4]1[C:9]([C:10]2[CH:15]=[CH:14][CH:13]=[CH:12][CH:11]=2)=[N:8][N:7]([CH2:16][CH3:17])[C:6](=[O:18])[C:5]=1[N+:19]([O-])=O)(=[O:3])[CH3:2].N[C:23]1[CH:32]=[CH:31][CH:30]=[C:29]2[C:24]=1[CH:25]=[CH:26][CH:27]=[N:28]2. The catalyst is C(O)C. The product is [C:1]([C:4]1[C:9]([C:10]2[CH:15]=[CH:14][CH:13]=[CH:12][CH:11]=2)=[N:8][N:7]([CH2:16][CH3:17])[C:6](=[O:18])[C:5]=1[NH:19][C:23]1[CH:32]=[CH:31][CH:30]=[C:29]2[C:24]=1[CH:25]=[CH:26][CH:27]=[N:28]2)(=[O:3])[CH3:2]. The yield is 0.748.